Dataset: Catalyst prediction with 721,799 reactions and 888 catalyst types from USPTO. Task: Predict which catalyst facilitates the given reaction. (1) Reactant: [Br:1][C:2]1[CH:3]=[C:4](I)[C:5]([Cl:8])=[N:6][CH:7]=1.C([Mg]Cl)(C)C.[Cl:15][C:16]1[C:21]([F:22])=[CH:20][CH:19]=[C:18]([O:23][CH3:24])[C:17]=1[CH:25]([CH3:28])[CH:26]=[O:27]. Product: [Br:1][C:2]1[CH:3]=[C:4]([CH:26]([OH:27])[CH:25]([C:17]2[C:18]([O:23][CH3:24])=[CH:19][CH:20]=[C:21]([F:22])[C:16]=2[Cl:15])[CH3:28])[C:5]([Cl:8])=[N:6][CH:7]=1. The catalyst class is: 220. (2) Reactant: C(OC([N:8]1[CH2:13][CH2:12][CH:11]([NH:14][C:15]2[N:24]=[C:23]([O:25][CH3:26])[C:22]3[C:17](=[CH:18][C:19]([O:29][CH3:30])=[C:20]([O:27][CH3:28])[CH:21]=3)[N:16]=2)[CH2:10][CH2:9]1)=O)(C)(C)C.[ClH:31]. Product: [ClH:31].[ClH:31].[NH:8]1[CH2:13][CH2:12][CH:11]([NH:14][C:15]2[N:24]=[C:23]([O:25][CH3:26])[C:22]3[C:17](=[CH:18][C:19]([O:29][CH3:30])=[C:20]([O:27][CH3:28])[CH:21]=3)[N:16]=2)[CH2:10][CH2:9]1. The catalyst class is: 714. (3) Reactant: Br.[F:2][C:3]1[CH:8]=[CH:7][C:6]([S:9]([C:12]2[C:13]([OH:24])=[CH:14][C:15]3[CH2:21][CH2:20][N:19]([CH3:22])[CH2:18][CH2:17][C:16]=3[CH:23]=2)(=[O:11])=[O:10])=[CH:5][CH:4]=1.C(N(CC)CC)C.[F:32][C:33]([F:39])([F:38])[S:34](Cl)(=[O:36])=[O:35]. Product: [F:2][C:3]1[CH:4]=[CH:5][C:6]([S:9]([C:12]2[C:13]([O:24][S:34]([C:33]([F:39])([F:38])[F:32])(=[O:36])=[O:35])=[CH:14][C:15]3[CH2:21][CH2:20][N:19]([CH3:22])[CH2:18][CH2:17][C:16]=3[CH:23]=2)(=[O:11])=[O:10])=[CH:7][CH:8]=1. The catalyst class is: 21. (4) Reactant: CC(S([NH:7][C:8]1([C:18]2[S:19][C:20]([C:23]3[CH:28]=[C:27]([NH:29][C:30]4[N:35]=[C:34]([C:36]([F:39])([F:38])[F:37])[CH:33]=[CH:32][N:31]=4)[CH:26]=[C:25]([CH3:40])[CH:24]=3)=[CH:21][N:22]=2)[CH2:17][CH2:16][C:11]2(OCC[O:12]2)[CH2:10][CH2:9]1)=O)(C)C.C(Cl)(Cl)Cl.[N-:45]=[N+]=[N-].[Na+].CS(O)(=O)=O. Product: [NH2:7][C:8]1([C:18]2[S:19][C:20]([C:23]3[CH:28]=[C:27]([NH:29][C:30]4[N:35]=[C:34]([C:36]([F:39])([F:38])[F:37])[CH:33]=[CH:32][N:31]=4)[CH:26]=[C:25]([CH3:40])[CH:24]=3)=[CH:21][N:22]=2)[CH2:17][CH2:16][NH:45][C:11](=[O:12])[CH2:10][CH2:9]1. The catalyst class is: 6. (5) The catalyst class is: 9. Reactant: CS([O:5][C@H:6]1[CH2:10][CH2:9][O:8][CH2:7]1)(=O)=O.[CH3:11][C:12]1[C:17]([OH:18])=[CH:16][CH:15]=[CH:14][C:13]=1O.C(=O)([O-])[O-].[Cs+].[Cs+].Cl. Product: [CH3:11][C:12]1[C:13]([O:5][C@@H:6]2[CH2:10][CH2:9][O:8][CH2:7]2)=[CH:14][CH:15]=[CH:16][C:17]=1[OH:18].